From a dataset of Full USPTO retrosynthesis dataset with 1.9M reactions from patents (1976-2016). Predict the reactants needed to synthesize the given product. Given the product [CH3:1][O:2][C:3](=[O:19])[CH2:4][C:5]1[C:6](=[O:18])[N:7]([CH2:16][CH3:17])[C:8]2[C:13]([CH:14]=1)=[CH:12][CH:11]=[C:10]([O:15][CH2:34][CH2:33][CH2:32][NH:31][C:30]([O:29][C:25]([CH3:26])([CH3:28])[CH3:27])=[O:36])[CH:9]=2, predict the reactants needed to synthesize it. The reactants are: [CH3:1][O:2][C:3](=[O:19])[CH2:4][C:5]1[C:6](=[O:18])[N:7]([CH2:16][CH3:17])[C:8]2[C:13]([CH:14]=1)=[CH:12][CH:11]=[C:10]([OH:15])[CH:9]=2.COC(=O)C.[C:25]([O:29][C:30](=[O:36])[NH:31][CH2:32][CH2:33][CH2:34]Br)([CH3:28])([CH3:27])[CH3:26].